Predict the product of the given reaction. From a dataset of Forward reaction prediction with 1.9M reactions from USPTO patents (1976-2016). (1) The product is: [CH3:1][O:2][C:3]1[C:8]([CH2:9][N:10]2[CH2:15][CH2:14][CH:13]([CH2:16][C:17](=[O:24])[C:18]3[CH:19]=[CH:20][CH:21]=[CH:22][CH:23]=3)[CH2:12][CH2:11]2)=[CH:7][CH:6]=[CH:5][N:4]=1. Given the reactants [CH3:1][O:2][C:3]1[C:8]([CH2:9][N:10]2[CH2:15][CH2:14][CH:13]([CH2:16][CH:17]([OH:24])[C:18]3[CH:23]=[CH:22][CH:21]=[CH:20][CH:19]=3)[CH2:12][CH2:11]2)=[CH:7][CH:6]=[CH:5][N:4]=1, predict the reaction product. (2) Given the reactants [CH2:1]([O:8][CH2:9][CH2:10][N:11]1[C:17](=[O:18])[C@@H:16]([NH:19][C:20](=[O:27])[C@@:21]([F:26])([CH3:25])[C:22](O)=[O:23])[C:15]2[CH:28]=[CH:29][CH:30]=[CH:31][C:14]=2[C:13]2[CH:32]=[CH:33][CH:34]=[CH:35][C:12]1=2)[C:2]1[CH:7]=[CH:6][CH:5]=[CH:4][CH:3]=1.[F:36][C:37]([F:42])([F:41])[CH2:38][CH2:39][NH2:40], predict the reaction product. The product is: [CH2:1]([O:8][CH2:9][CH2:10][N:11]1[C:17](=[O:18])[C@@H:16]([NH:19][C:20](=[O:27])[C@@:21]([F:26])([CH3:25])[C:22]([NH:40][CH2:39][CH2:38][C:37]([F:42])([F:41])[F:36])=[O:23])[C:15]2[CH:28]=[CH:29][CH:30]=[CH:31][C:14]=2[C:13]2[CH:32]=[CH:33][CH:34]=[CH:35][C:12]1=2)[C:2]1[CH:3]=[CH:4][CH:5]=[CH:6][CH:7]=1. (3) Given the reactants CO[CH:3](OC)[CH2:4][N:5]([CH2:12][CH2:13][C:14]1[CH:19]=[C:18]([O:20][CH3:21])[CH:17]=[CH:16][C:15]=1[F:22])[C:6](=[O:11])[C:7]([F:10])([F:9])[F:8].O=P12OP3(OP(OP(O3)(O1)=O)(=O)O2)=O.O, predict the reaction product. The product is: [F:22][C:15]1[C:14]2[CH2:13][CH2:12][N:5]([C:6](=[O:11])[C:7]([F:10])([F:9])[F:8])[CH:4]=[CH:3][C:19]=2[C:18]([O:20][CH3:21])=[CH:17][CH:16]=1. (4) Given the reactants C(OC([N:8]1[CH2:13][CH2:12][CH2:11][C@H:10]([NH:14][C:15]([C:17]2[C:21]([NH:22][C:23]([NH2:25])=[O:24])=[CH:20][N:19]([C:26]3[CH:31]=[CH:30][CH:29]=[C:28]([F:32])[CH:27]=3)[CH:18]=2)=[O:16])[CH2:9]1)=O)(C)(C)C.[CH2:33](N)[CH2:34][CH3:35].C(OCC)(=O)C, predict the reaction product. The product is: [NH:8]1[CH2:13][CH2:12][CH2:11][C@H:10]([NH:14][C:15]([C:17]2[C:21]([NH:22][C:23]([NH:25][CH2:33][CH2:34][CH3:35])=[O:24])=[CH:20][N:19]([C:26]3[CH:31]=[CH:30][CH:29]=[C:28]([F:32])[CH:27]=3)[CH:18]=2)=[O:16])[CH2:9]1. (5) Given the reactants Cl.NCCCCCC(N1C[C@@H](S)[C@H](NS(C2C=CC(OC3C=CC=CC=3)=CC=2)(=O)=O)C1)=O.Cl.[C:34]([N:41]1[CH2:45][C@@H:44]([S:46][C:47]([CH3:50])([CH3:49])[CH3:48])[C@H:43]([NH:51][S:52]([C:55]2[CH:60]=[CH:59][C:58]([O:61][C:62]3[CH:67]=[CH:66][CH:65]=[CH:64][CH:63]=3)=[CH:57][CH:56]=2)(=[O:54])=[O:53])[CH2:42]1)(OC(C)(C)C)=[O:35].C(N(CC)CC)C.C1C=CC2N(O)N=NC=2C=1.O.[C:86]([O:90][C:91]([NH:93][CH2:94][CH2:95][CH2:96][CH2:97][CH2:98]C(O)=O)=[O:92])([CH3:89])([CH3:88])[CH3:87].C1CCC(N=C=NC2CCCCC2)CC1, predict the reaction product. The product is: [C:86]([O:90][C:91]([NH:93][CH2:94][CH2:95][CH2:96][CH2:97][CH2:98][C:34]([N:41]1[CH2:45][C@@H:44]([S:46][C:47]([CH3:49])([CH3:48])[CH3:50])[C@H:43]([NH:51][S:52]([C:55]2[CH:60]=[CH:59][C:58]([O:61][C:62]3[CH:63]=[CH:64][CH:65]=[CH:66][CH:67]=3)=[CH:57][CH:56]=2)(=[O:53])=[O:54])[CH2:42]1)=[O:35])=[O:92])([CH3:89])([CH3:88])[CH3:87]. (6) The product is: [CH3:1][C:2]1[CH:7]=[C:6]([O:8][CH2:9][CH2:10][CH3:11])[CH:5]=[CH:4][C:3]=1[NH2:12]. Given the reactants [CH3:1][C:2]1[CH:7]=[C:6]([O:8][CH2:9][CH2:10][CH3:11])[CH:5]=[CH:4][C:3]=1[N+:12]([O-])=O.CO, predict the reaction product. (7) Given the reactants [F:1][C:2]1[CH:3]=[C:4]([CH:9]([C:11]2([C:17]3[CH:22]=[CH:21][CH:20]=[CH:19][CH:18]=3)SCCCS2)[OH:10])[CH:5]=[C:6]([F:8])[CH:7]=1.FC(F)(F)C(OC1C(OC(=O)C(F)(F)F)=C(I)C=CC=1)=[O:26].CCCCCC.CCOC(C)=O, predict the reaction product. The product is: [F:1][C:2]1[CH:3]=[C:4]([CH:9]([OH:10])[C:11]([C:17]2[CH:22]=[CH:21][CH:20]=[CH:19][CH:18]=2)=[O:26])[CH:5]=[C:6]([F:8])[CH:7]=1. (8) Given the reactants O[CH2:2][C:3]1([C:7]([OH:9])=O)[CH2:6][O:5][CH2:4]1.[CH3:10]N(C(ON1N=NC2C=CC=NC1=2)=[N+](C)C)C.F[P-](F)(F)(F)(F)F.[CH3:34][C@@H:35]1[NH:41][CH2:40][C:39]2[CH:42]=[CH:43][C:44]([C:46]([O:48][CH3:49])=[O:47])=[CH:45][C:38]=2[O:37][CH2:36]1.CCN(C(C)C)C(C)C, predict the reaction product. The product is: [OH:5][CH2:4][C:3]1([C:7]([N:41]2[CH2:40][C:39]3[CH:42]=[CH:43][C:44]([C:46]([O:48][CH3:49])=[O:47])=[CH:45][C:38]=3[O:37][CH2:36][C@@H:35]2[CH3:34])=[O:9])[CH2:2][CH2:10][CH2:6]1. (9) Given the reactants [OH:1][C:2]1[C:3]([C:16]2[CH:17]=[C:18]([CH:24]=[CH:25][C:26]([O:28]CC)=[O:27])[CH:19]=[CH:20][C:21]=2[O:22][CH3:23])=[CH:4][C:5]2[C:6]([CH3:15])([CH3:14])[CH2:7][CH2:8][C:9]([CH3:13])([CH3:12])[C:10]=2[CH:11]=1.[CH3:31][O:32][CH2:33][O:34][C:35]1[CH:42]=[CH:41][CH:40]=[CH:39][C:36]=1[CH2:37]Cl, predict the reaction product. The product is: [CH3:23][O:22][C:21]1[CH:20]=[CH:19][C:18]([CH:24]=[CH:25][C:26]([OH:28])=[O:27])=[CH:17][C:16]=1[C:3]1[C:2]([O:1][CH2:37][C:36]2[CH:39]=[CH:40][CH:41]=[CH:42][C:35]=2[O:34][CH2:33][O:32][CH3:31])=[CH:11][C:10]2[C:9]([CH3:13])([CH3:12])[CH2:8][CH2:7][C:6]([CH3:15])([CH3:14])[C:5]=2[CH:4]=1. (10) Given the reactants [Cl:1][C:2]1[CH:10]=[CH:9][CH:8]=[C:7]([CH:11]2[CH2:14][CH2:13][CH2:12]2)[C:3]=1[C:4](O)=[O:5].C(Cl)(=O)C([Cl:18])=O, predict the reaction product. The product is: [Cl:1][C:2]1[CH:10]=[CH:9][CH:8]=[C:7]([CH:11]2[CH2:14][CH2:13][CH2:12]2)[C:3]=1[C:4]([Cl:18])=[O:5].